Dataset: Experimentally validated miRNA-target interactions with 360,000+ pairs, plus equal number of negative samples. Task: Binary Classification. Given a miRNA mature sequence and a target amino acid sequence, predict their likelihood of interaction. (1) The miRNA is hsa-miR-6133 with sequence UGAGGGAGGAGGUUGGGUA. The protein sequence of the target gene is MCFRTKLSVSWVPLFLLLSRVFSTETDKPSAQDSRSRGSSGQPADLLQVLSAGDHPPHNHSRSLIKTLLEKTGCPRRRNGMQGDCNLCFEPDALLLIAGGNFEDQLREEVVQRVSLLLLYYIIHQEEICSSKLNMSNKEYKFYLHSLLSLRQDEDSSFLSQNETEDILAFTRQYFDTSQSQCMETKTLQKKSGIVSSEGANESTLPQLAAMIITLSLQGVCLGQGNLPSPDYFTEYIFSSLNRTNTLRLSELDQLLNTLWTRSTCIKNEKIHQFQRKQNNIITHDQDYSNFSSSMEKESE.... Result: 0 (no interaction). (2) The miRNA is mmu-miR-3074-2-3p with sequence UGUUUCAGCUCAGUAGGCAC. The protein sequence of the target gene is MAAAATAGPGAGAGVPGAGGGGGAREGARVAVLCLLWYALSAGGNVVNKVILSAFPFPVTVSLCHILALCAGLPPLLRAWRVPPAPPVSGPGPGPHPASGPLLPPRFYPRYVLPLAFGKYFASVSAHVSIWKVPVSYAHTVKATMPIWVVLLSRIIMKEKQSTKVYLSLVPIISGVLLATVTELSFDVWGLVSALAATLCFSLQNIFSKKVLRDSRIHHLRLLNILGCHAVFFMIPTWVLVDLSTFLVSSDLAYVSQWPWTLLLLAVSGFCNFAQNVIAFSILNLISPLSYSVANATKRI.... Result: 0 (no interaction). (3) The miRNA is mmu-miR-335-3p with sequence UUUUUCAUUAUUGCUCCUGACC. The protein sequence of the target gene is MTMAKLTESMTNVLEGDSMDQDVESPVAIHQPKLPKQARDDLPRHISRDRTKRKIQRYVRKDGKCNVHHGNVRETYRYLTDIFTTLVDLKWRFNLLIFVMVYTVTWLFFGMIWWLIAYIRGDMDHIEDPSWTPCVTNLNGFVSAFLFSIETETTIGYGYRVITDKCPEGIILLLIQSVLGSIVNAFMVGCMFVKISQPKKRAETLVFSTHAVISMRDGKLCLMFRVGDLRNSHIVEASIRAKLIKSKQTSEGEFIPLNQSDINVGYYTGDDRLFLVSPLIISHEINQQSPFWEISKAQLP.... Result: 0 (no interaction). (4) Result: 0 (no interaction). The miRNA is hsa-miR-6885-5p with sequence AGGGGGGCACUGCGCAAGCAAAGCC. The protein sequence of the target gene is MVGFKATDVPPTATVKFLGAGTAACIADLITFPLDTAKVRLQIQGESQGLVRTAASAQYRGVLGTILTMVRTEGPRSLYNGLVAGLQRQMSFASVRIGLYDSVKQFYTKGSEHAGIGSRLLAGSTTGALAVAVAQPTDVVKVRFQAQARAGGGRRYQSTVEAYKTIAREEGIRGLWKGTSPNVARNAIVNCAELVTYDLIKDTLLKANLMTDDLPCHFTSAFGAGFCTTVIASPVDVVKTRYMNSALGQYHSAGHCALTMLRKEGPRAFYKGFMPSFLRLGSWNVVMFVTYEQLKRALMA.... (5) The miRNA is hsa-miR-423-5p with sequence UGAGGGGCAGAGAGCGAGACUUU. The protein sequence of the target gene is MAGGEDRGDGEPVSVVTVRVQYLEDTDPFACANFPEPRRAPTCSLDGALPLGAQIPAVHRLLGAPLKLEDCALQVSPSGYYLDTELSLEEQREMLEGFYEEISKGRKPTLILRTQLSVRVNAILEKLYSSSGPELRRSLFSLKQIFQEDKDLVPEFVHSEGLSCLIRVGAAADHNYQSYILRALGQLMLFVDGMLGVVAHSDTIQWLYTLCASLSRLVVKTALKLLLVFVEYSENNAPLFIRAVNSVASTTGAPPWANLVSILEEKNGADPELLVYTVTLINKTLAALPDQDSFYDVTDA.... Result: 1 (interaction). (6) The miRNA is mmu-miR-6902-3p with sequence CCAUGUGAUGUGUGGGUUCAG. The protein sequence of the target gene is MKLAFLFLGPMALLLLAGYGCVLGASSGNLRTFVGCAVREFTFLAKKPGCRGLRITTDACWGRCETWEKPILEPPYIEAHHRVCTYNETKQVTVKLPNCAPGVDPFYTYPVAIRCDCGACSTATTECETI. Result: 0 (no interaction).